Dataset: Reaction yield outcomes from USPTO patents with 853,638 reactions. Task: Predict the reaction yield, written as a fraction of the theoretical maximum amount of product (1.0 means a 100% yield; for example, 0.34 means a 34% yield). (1) The reactants are [F:1][C:2]1[CH:3]=[C:4]([C:10]2([C:13]([O:15][CH3:16])=[O:14])[CH2:12][CH2:11]2)[CH:5]=[C:6]([F:9])[C:7]=1[OH:8].[F:17][C:18]([F:37])([F:36])[S:19](N(C1C=CC=CC=1)[S:19]([C:18]([F:37])([F:36])[F:17])(=[O:21])=[O:20])(=[O:21])=[O:20].C(=O)([O-])[O-].[K+].[K+]. The catalyst is C1COCC1. The product is [F:1][C:2]1[CH:3]=[C:4]([C:10]2([C:13]([O:15][CH3:16])=[O:14])[CH2:11][CH2:12]2)[CH:5]=[C:6]([F:9])[C:7]=1[O:8][S:19]([C:18]([F:37])([F:36])[F:17])(=[O:21])=[O:20]. The yield is 0.970. (2) The reactants are [Cl:1][C:2]1[CH:3]=[C:4]2[C:9](=[CH:10][C:11]=1[O:12][C:13]1[CH:18]=[CH:17][C:16]([C:19](=[O:34])[NH:20][CH2:21][CH2:22][C:23]3[C:24]([O:32][CH3:33])=[N:25][C:26]([CH:29]4[CH2:31][CH2:30]4)=[CH:27][CH:28]=3)=[CH:15][CH:14]=1)[O:8][CH2:7][CH2:6][CH:5]2[C:35]([OH:37])=[O:36].C[O-].[Na+:40]. The catalyst is CO. The product is [Na+:40].[Cl:1][C:2]1[CH:3]=[C:4]2[C:9](=[CH:10][C:11]=1[O:12][C:13]1[CH:14]=[CH:15][C:16]([C:19](=[O:34])[NH:20][CH2:21][CH2:22][C:23]3[C:24]([O:32][CH3:33])=[N:25][C:26]([CH:29]4[CH2:31][CH2:30]4)=[CH:27][CH:28]=3)=[CH:17][CH:18]=1)[O:8][CH2:7][CH2:6][CH:5]2[C:35]([O-:37])=[O:36]. The yield is 0.570. (3) The reactants are [Br:1][CH2:2][CH2:3][CH2:4][CH2:5][C:6]([CH3:16])([C:9]1C=CC(C)=CC=1)[CH2:7][OH:8].BrCCCCC(C)(C)C(OCC)=O.[Li+].[BH4-].CO. The catalyst is C(Cl)Cl. The product is [Br:1][CH2:2][CH2:3][CH2:4][CH2:5][C:6]([CH3:16])([CH3:9])[CH2:7][OH:8]. The yield is 0.990.